Task: Regression/Classification. Given a drug SMILES string, predict its toxicity properties. Task type varies by dataset: regression for continuous values (e.g., LD50, hERG inhibition percentage) or binary classification for toxic/non-toxic outcomes (e.g., AMES mutagenicity, cardiotoxicity, hepatotoxicity). Dataset: ld50_zhu.. Dataset: Acute oral toxicity (LD50) regression data from Zhu et al. (1) The molecule is CCC(OC(N)=O)c1ccccc1Cl. The rat oral LD50 is 2.48, given as -log10 of the dose in mol/kg body weight (higher means more acutely toxic). (2) The drug is OCC=CCO. The rat oral LD50 is 1.85, given as -log10 of the dose in mol/kg body weight (higher means more acutely toxic). (3) The compound is ClC1(Cl)C2(Cl)C3(Cl)C4(Cl)C(Cl)(Cl)C5(Cl)C3(Cl)C1(Cl)C5(Cl)C24Cl. The rat oral LD50 is 3.37, given as -log10 of the dose in mol/kg body weight (higher means more acutely toxic).